This data is from Full USPTO retrosynthesis dataset with 1.9M reactions from patents (1976-2016). The task is: Predict the reactants needed to synthesize the given product. (1) The reactants are: C[O:2][C:3](=[O:37])[C@@H:4]([NH:14][C:15](=[O:36])[C:16]1[CH:21]=[CH:20][C:19]([I:22])=[CH:18][C:17]=1[NH:23][S:24]([C:27]1[C:32]2=[N:33][S:34][N:35]=[C:31]2[CH:30]=[CH:29][CH:28]=1)(=[O:26])=[O:25])[CH2:5][C:6]1[CH:11]=[CH:10][C:9]([Cl:12])=[C:8]([Cl:13])[CH:7]=1.COC(=O)[C@@H](NC(=O)C1C=CC(I)=CC=1N)CC1C=CC(Cl)=C(Cl)C=1.ClS(C1C2C(=NSN=2)C=CC=1)(=O)=O.N1C=CC=CC=1.NCCN(CCN)CCN. Given the product [N:35]1[S:34][N:33]=[C:32]2[C:27]([S:24]([NH:23][C:17]3[CH:18]=[C:19]([I:22])[CH:20]=[CH:21][C:16]=3[C:15]([NH:14][C@@H:4]([CH2:5][C:6]3[CH:11]=[CH:10][C:9]([Cl:12])=[C:8]([Cl:13])[CH:7]=3)[C:3]([OH:37])=[O:2])=[O:36])(=[O:25])=[O:26])=[CH:28][CH:29]=[CH:30][C:31]=12, predict the reactants needed to synthesize it. (2) Given the product [Cl:14][C:7]1[CH:8]=[C:9]2[C:4](=[C:5]([CH3:15])[CH:6]=1)[NH:3][C:2](=[O:18])[C:11]([CH:12]=[O:13])=[CH:10]2, predict the reactants needed to synthesize it. The reactants are: Cl[C:2]1[C:11]([CH:12]=[O:13])=[CH:10][C:9]2[C:4](=[C:5]([CH3:15])[CH:6]=[C:7]([Cl:14])[CH:8]=2)[N:3]=1.CC(O)=[O:18]. (3) Given the product [ClH:1].[F:30][C:27]1[CH:28]=[CH:29][C:24]([S:21]([NH:20][CH2:19][CH2:18][N:13]2[CH2:14][CH:15]3[O:17][CH:11]([CH2:10][NH:9][CH2:16]3)[CH2:12]2)(=[O:23])=[O:22])=[CH:25][CH:26]=1, predict the reactants needed to synthesize it. The reactants are: [ClH:1].C(OC([N:9]1[CH2:16][CH:15]2[O:17][CH:11]([CH2:12][N:13]([CH2:18][CH2:19][NH:20][S:21]([C:24]3[CH:29]=[CH:28][C:27]([F:30])=[CH:26][CH:25]=3)(=[O:23])=[O:22])[CH2:14]2)[CH2:10]1)=O)(C)(C)C. (4) The reactants are: [NH2:1][C:2]1[CH:19]=[CH:18][CH:17]=[CH:16][C:3]=1[C:4]([NH:6][C:7]1[CH:12]=[CH:11][C:10]([CH:13]2[CH2:15][CH2:14]2)=[CH:9][CH:8]=1)=[O:5].[CH3:20][C:21]1[CH:28]=[CH:27][C:24]([CH:25]=O)=[CH:23][N:22]=1. Given the product [CH:13]1([C:10]2[CH:11]=[CH:12][C:7]([N:6]3[C:4](=[O:5])[C:3]4[C:2](=[CH:19][CH:18]=[CH:17][CH:16]=4)[N:1]=[C:25]3[C:24]3[CH:23]=[N:22][C:21]([CH3:20])=[CH:28][CH:27]=3)=[CH:8][CH:9]=2)[CH2:15][CH2:14]1, predict the reactants needed to synthesize it. (5) Given the product [OH:31][CH2:32][C:33]1[CH:38]=[CH:37][C:36]([C:2]2[CH:30]=[CH:29][CH:28]=[C:4]([CH2:5][CH:6]3[C:13]4[CH:12]=[C:11]([C:14]([O:16][CH3:17])=[O:15])[NH:10][C:9]=4[CH2:8][CH2:7]3)[CH:3]=2)=[CH:35][CH:34]=1.[OH:31][CH2:32][C:33]1[CH:38]=[CH:37][C:36]([C:29]2[CH:30]=[CH:2][CH:3]=[C:4](/[CH:5]=[C:6]3\[CH2:7][CH2:8][C:9]4[N:10]([S:18]([C:21]5[CH:27]=[CH:26][C:24]([CH3:25])=[CH:23][CH:22]=5)(=[O:19])=[O:20])[C:11]([C:14]([O:16][CH3:17])=[O:15])=[CH:12][C:13]\3=4)[CH:28]=2)=[CH:35][CH:34]=1, predict the reactants needed to synthesize it. The reactants are: Br[C:2]1[CH:3]=[C:4]([CH:28]=[CH:29][CH:30]=1)/[CH:5]=[C:6]1\[CH2:7][CH2:8][C:9]2[N:10]([S:18]([C:21]3[CH:27]=[CH:26][C:24]([CH3:25])=[CH:23][CH:22]=3)(=[O:20])=[O:19])[C:11]([C:14]([O:16][CH3:17])=[O:15])=[CH:12][C:13]\1=2.[OH:31][CH2:32][C:33]1[CH:38]=[CH:37][C:36](B(O)O)=[CH:35][CH:34]=1.